Dataset: Full USPTO retrosynthesis dataset with 1.9M reactions from patents (1976-2016). Task: Predict the reactants needed to synthesize the given product. (1) Given the product [Br:8][C:4]1[C:3]2[O:9][C:13]([CH2:12][CH:11]([CH3:15])[CH3:10])=[CH:14][C:2]=2[CH:7]=[CH:6][CH:5]=1, predict the reactants needed to synthesize it. The reactants are: Br[C:2]1[CH:7]=[CH:6][CH:5]=[C:4]([Br:8])[C:3]=1[OH:9].[CH3:10][CH:11]([CH3:15])[CH2:12][C:13]#[CH:14]. (2) Given the product [Cl:19][C:38]1[C:37]2=[N:44][N:45]([CH2:47][C:48]3[CH:53]=[CH:52][C:51]([O:54][CH3:55])=[CH:50][CH:49]=3)[CH:46]=[C:36]2[C:35]2[CH:34]=[C:33]([O:32][CH3:31])[CH:42]=[CH:41][C:40]=2[N:39]=1, predict the reactants needed to synthesize it. The reactants are: C(OC(=O)C(C1C2C(=CC=C(OC)C=2)NC=1)=O)C.[ClH:19].CON(CC1C=CC=CC=1)N.[CH3:31][O:32][C:33]1[CH:42]=[CH:41][C:40]2[NH:39][C:38](=O)[C:37]3=[N:44][N:45]([CH2:47][C:48]4[CH:53]=[CH:52][C:51]([O:54][CH3:55])=[CH:50][CH:49]=4)[CH:46]=[C:36]3[C:35]=2[CH:34]=1. (3) The reactants are: [Br:1][C:2]1[CH:3]=[C:4]([C:29]([O-:31])=[O:30])[C:5]2[C:6]([CH2:19][NH:20][C@@H:21]3[CH:26]4[CH2:27][CH2:28][N:23]([CH2:24][CH2:25]4)[CH2:22]3)=[N:7][N:8](COCC[Si](C)(C)C)[C:9]=2[CH:10]=1.[Li+].Cl. Given the product [Br:1][C:2]1[CH:3]=[C:4]([C:29]([OH:31])=[O:30])[C:5]2[C:6]([CH2:19][NH:20][C@@H:21]3[CH:26]4[CH2:25][CH2:24][N:23]([CH2:28][CH2:27]4)[CH2:22]3)=[N:7][NH:8][C:9]=2[CH:10]=1, predict the reactants needed to synthesize it.